From a dataset of Forward reaction prediction with 1.9M reactions from USPTO patents (1976-2016). Predict the product of the given reaction. (1) Given the reactants [CH:1]1[C:10]2[C:5](=[CH:6][CH:7]=[CH:8][CH:9]=2)[CH:4]=[CH:3][C:2]=1[CH:11]=O.[NH2:13][C:14]1[CH:19]=[N:18][C:17]([Br:20])=[CH:16][N:15]=1.[BH-](OC(C)=O)(OC(C)=O)OC(C)=O.[Na+], predict the reaction product. The product is: [Br:20][C:17]1[N:18]=[CH:19][C:14]([NH:13][CH2:11][C:2]2[CH:3]=[CH:4][C:5]3[C:10](=[CH:9][CH:8]=[CH:7][CH:6]=3)[CH:1]=2)=[N:15][CH:16]=1. (2) Given the reactants C[O:2][C:3]([C:5]12[CH2:14][CH:9]3[CH2:10][CH:11]([CH2:13][C:7]([NH:15][C:16]([C:18]4[CH:23]=[CH:22][CH:21]=[CH:20][N:19]=4)=[O:17])([CH2:8]3)[CH2:6]1)[CH2:12]2)=[O:4].O1CCCC1.O.[OH-].[Li+], predict the reaction product. The product is: [N:19]1[CH:20]=[CH:21][CH:22]=[CH:23][C:18]=1[C:16]([NH:15][C:7]12[CH2:13][CH:11]3[CH2:10][CH:9]([CH2:14][C:5]([C:3]([OH:4])=[O:2])([CH2:12]3)[CH2:6]1)[CH2:8]2)=[O:17]. (3) Given the reactants OC1C(C(C2C=CC=CC=2)(C)C)=NC2C([C:11]=1[C:12]([OH:14])=[O:13])=CC=C1CCCCC=21.[F:28][C:29]([F:42])([F:41])[C:30]1[CH:31]=[CH:32][CH:33]=[C:34]2[C:38]=1[NH:37][C:36](=O)[C:35]2=[O:40].C(OC[C:48](=O)[C:49]([C:52]1[CH:57]=[CH:56][C:55]([Cl:58])=[CH:54][CH:53]=1)(C)[CH3:50])(=O)C, predict the reaction product. The product is: [Cl:58][C:55]1[CH:54]=[CH:53][C:52]([C:49]([C:36]2[C:35]([OH:40])=[C:11]([C:12]([OH:14])=[O:13])[C:34]3[C:38](=[C:30]([C:29]([F:28])([F:41])[F:42])[CH:31]=[CH:32][CH:33]=3)[N:37]=2)([CH3:50])[CH3:48])=[CH:57][CH:56]=1. (4) Given the reactants C1(N=C=NC2CCCCC2)CCCCC1.[NH2:16][CH2:17][C@@H:18]1[O:22][C:21](=[O:23])[N:20]([C:24]2[CH:29]=[CH:28][C:27]([C:30]3[S:31][CH2:32][C:33](=[O:36])[NH:34][N:35]=3)=[C:26]([F:37])[CH:25]=2)[CH2:19]1.C(N(CC)C(C)C)(C)C.[C:47](O)(=[O:50])[CH2:48][CH3:49], predict the reaction product. The product is: [F:37][C:26]1[CH:25]=[C:24]([N:20]2[CH2:19][C@H:18]([CH2:17][NH:16][C:47](=[O:50])[CH2:48][CH3:49])[O:22][C:21]2=[O:23])[CH:29]=[CH:28][C:27]=1[C:30]1[S:31][CH2:32][C:33](=[O:36])[NH:34][N:35]=1. (5) Given the reactants CC1(C)[O:6][C@@H:5]([CH2:7][CH2:8][NH:9][C:10]([CH:12]2[N:19]3[CH:15]([CH2:16][C:17]([CH3:22])([CH3:21])[C:18]3=[O:20])[C:14]([C:25]3[CH:30]=[CH:29][C:28]([Cl:31])=[CH:27][C:26]=3[F:32])([C:23]#[N:24])[CH:13]2[C:33]2[CH:38]=[CH:37][CH:36]=[C:35]([Cl:39])[C:34]=2[F:40])=[O:11])[CH2:4][O:3]1.Cl, predict the reaction product. The product is: [OH:6][C@H:5]([CH2:4][OH:3])[CH2:7][CH2:8][NH:9][C:10]([CH:12]1[N:19]2[CH:15]([CH2:16][C:17]([CH3:21])([CH3:22])[C:18]2=[O:20])[C:14]([C:25]2[CH:30]=[CH:29][C:28]([Cl:31])=[CH:27][C:26]=2[F:32])([C:23]#[N:24])[CH:13]1[C:33]1[CH:38]=[CH:37][CH:36]=[C:35]([Cl:39])[C:34]=1[F:40])=[O:11]. (6) Given the reactants [C:1]([O:5][C:6]([N:8]([C:25]1[CH:30]=[CH:29][N:28]=[C:27](Cl)[N:26]=1)[C:9]1[CH:10]=[C:11]2[C:15](=[CH:16][CH:17]=1)[N:14]([C:18]([O:20][C:21]([CH3:24])([CH3:23])[CH3:22])=[O:19])[N:13]=[CH:12]2)=[O:7])([CH3:4])([CH3:3])[CH3:2].CC1(C)C(C)(C)OB([C:40]2[CH:41]=[C:42]([CH:56]=[CH:57][CH:58]=2)[O:43][CH:44]2[CH2:48][CH2:47][N:46]([C:49]([O:51][C:52]([CH3:55])([CH3:54])[CH3:53])=[O:50])[CH2:45]2)O1.[F-].[Cs+].CC(OC(OC(OC(C)(C)C)=O)=O)(C)C, predict the reaction product. The product is: [C:21]([O:20][C:18]([N:14]1[C:15]2[C:11](=[CH:10][C:9]([N:8]([C:6]([O:5][C:1]([CH3:3])([CH3:2])[CH3:4])=[O:7])[C:25]3[CH:30]=[CH:29][N:28]=[C:27]([C:40]4[CH:58]=[CH:57][CH:56]=[C:42]([O:43][CH:44]5[CH2:48][CH2:47][N:46]([C:49]([O:51][C:52]([CH3:55])([CH3:54])[CH3:53])=[O:50])[CH2:45]5)[CH:41]=4)[N:26]=3)=[CH:17][CH:16]=2)[CH:12]=[N:13]1)=[O:19])([CH3:24])([CH3:22])[CH3:23]. (7) Given the reactants [C:1]1([CH:7]([C:20]2[CH:25]=[CH:24][CH:23]=[CH:22][CH:21]=2)[N:8]2[CH2:11][CH:10]([N:12]3[CH2:17][CH2:16][NH:15][CH2:14][CH:13]3[CH2:18][OH:19])[CH2:9]2)[CH:6]=[CH:5][CH:4]=[CH:3][CH:2]=1.[C:26]([O-:29])([O-])=O.[Na+].[Na+], predict the reaction product. The product is: [C:20]1([CH:7]([C:1]2[CH:2]=[CH:3][CH:4]=[CH:5][CH:6]=2)[N:8]2[CH2:9][CH:10]([N:12]3[CH2:17][CH2:16][N:15]([C:26]([C:1]4[CH:6]=[CH:5][CH:4]=[CH:3][CH:2]=4)=[O:29])[CH2:14][CH:13]3[CH2:18][OH:19])[CH2:11]2)[CH:25]=[CH:24][CH:23]=[CH:22][CH:21]=1.